This data is from NCI-60 drug combinations with 297,098 pairs across 59 cell lines. The task is: Regression. Given two drug SMILES strings and cell line genomic features, predict the synergy score measuring deviation from expected non-interaction effect. (1) Drug 1: CC1=C2C(C(=O)C3(C(CC4C(C3C(C(C2(C)C)(CC1OC(=O)C(C(C5=CC=CC=C5)NC(=O)OC(C)(C)C)O)O)OC(=O)C6=CC=CC=C6)(CO4)OC(=O)C)OC)C)OC. Drug 2: CN(C(=O)NC(C=O)C(C(C(CO)O)O)O)N=O. Cell line: COLO 205. Synergy scores: CSS=41.6, Synergy_ZIP=1.81, Synergy_Bliss=-7.97, Synergy_Loewe=-14.3, Synergy_HSA=-7.30. (2) Drug 1: CC1=C2C(C(=O)C3(C(CC4C(C3C(C(C2(C)C)(CC1OC(=O)C(C(C5=CC=CC=C5)NC(=O)OC(C)(C)C)O)O)OC(=O)C6=CC=CC=C6)(CO4)OC(=O)C)O)C)O. Drug 2: COC1=C2C(=CC3=C1OC=C3)C=CC(=O)O2. Cell line: UO-31. Synergy scores: CSS=-5.12, Synergy_ZIP=2.30, Synergy_Bliss=1.05, Synergy_Loewe=-3.48, Synergy_HSA=-2.52.